Dataset: Catalyst prediction with 721,799 reactions and 888 catalyst types from USPTO. Task: Predict which catalyst facilitates the given reaction. (1) Reactant: [CH:1]1[C:9]2[N:8]3[C:10]([C@@H:13]4[C@H:17]([CH3:18])[CH2:16][C@H:15]([NH2:19])[CH2:14]4)=[CH:11][N:12]=[C:7]3[CH:6]=[N:5][C:4]=2[NH:3][CH:2]=1.[F:20][C:21]([F:31])([F:30])[C:22]1[N:27]=[CH:26][C:25]([CH:28]=O)=[CH:24][N:23]=1.C(O)(=O)C.C(O[BH-](OC(=O)C)OC(=O)C)(=O)C.[Na+]. Product: [CH:1]1[C:9]2[N:8]3[C:10]([C@@H:13]4[C@H:17]([CH3:18])[CH2:16][C@H:15]([NH:19][CH2:28][C:25]5[CH:26]=[N:27][C:22]([C:21]([F:31])([F:20])[F:30])=[N:23][CH:24]=5)[CH2:14]4)=[CH:11][N:12]=[C:7]3[CH:6]=[N:5][C:4]=2[NH:3][CH:2]=1. The catalyst class is: 525. (2) Reactant: [F-].C([N+](CCCC)(CCCC)CCCC)CCC.[Si]([O:26][C@@H:27]([CH2:38][O:39][C@@H:40]([CH3:44])[CH2:41][O:42][CH3:43])[C:28]([NH:30][C:31]1[CH:36]=[CH:35][C:34]([CH3:37])=[CH:33][N:32]=1)=[O:29])(C(C)(C)C)(C)C. Product: [OH:26][C@@H:27]([CH2:38][O:39][C@@H:40]([CH3:44])[CH2:41][O:42][CH3:43])[C:28]([NH:30][C:31]1[CH:36]=[CH:35][C:34]([CH3:37])=[CH:33][N:32]=1)=[O:29]. The catalyst class is: 1. (3) Reactant: [CH3:1][O:2][C:3]1[CH:4]=[C:5]2[C:10](=[CH:11][C:12]=1[N+:13]([O-:15])=[O:14])[NH:9][C:8](=O)[CH2:7][CH2:6]2.CSC. Product: [CH3:1][O:2][C:3]1[CH:4]=[C:5]2[C:10](=[CH:11][C:12]=1[N+:13]([O-:15])=[O:14])[NH:9][CH2:8][CH2:7][CH2:6]2. The catalyst class is: 1. (4) Reactant: [CH2:1]([S:4](Cl)(=[O:6])=[O:5])[CH2:2][CH3:3].[N:8]1([C:14]2([CH2:18][NH:19][C:20](=[O:26])[O:21][C:22]([CH3:25])([CH3:24])[CH3:23])[CH2:17][NH:16][CH2:15]2)[CH2:13][CH2:12][O:11][CH2:10][CH2:9]1.C(N(CC)CC)C.CN(C)CCN. Product: [N:8]1([C:14]2([CH2:18][NH:19][C:20](=[O:26])[O:21][C:22]([CH3:24])([CH3:23])[CH3:25])[CH2:17][N:16]([S:4]([CH2:1][CH2:2][CH3:3])(=[O:6])=[O:5])[CH2:15]2)[CH2:9][CH2:10][O:11][CH2:12][CH2:13]1. The catalyst class is: 4. (5) Reactant: Cl.Cl.[CH3:3][N:4]1[CH2:9][CH2:8][N:7]([C:10]([CH:12]2[CH2:17][CH2:16][NH:15][CH2:14][CH2:13]2)=[O:11])[CH2:6][CH2:5]1.CCN(C(C)C)C(C)C.[Br:27][C:28]1[C:33]([N+:34]([O-:36])=[O:35])=[C:32](Br)[C:31]([F:38])=[CH:30][N:29]=1. Product: [Br:27][C:28]1[C:33]([N+:34]([O-:36])=[O:35])=[C:32]([N:15]2[CH2:16][CH2:17][CH:12]([C:10]([N:7]3[CH2:6][CH2:5][N:4]([CH3:3])[CH2:9][CH2:8]3)=[O:11])[CH2:13][CH2:14]2)[C:31]([F:38])=[CH:30][N:29]=1. The catalyst class is: 296. (6) Reactant: Cl[C:2]1[N:3]=[CH:4][C:5]2[N:6]([CH3:21])[C:7](=[O:20])[C:8]3([CH2:19][CH2:18]3)[CH2:9][N:10]([CH:13]3[CH2:17][CH2:16][CH2:15][CH2:14]3)[C:11]=2[N:12]=1.O.C1(C)C=CC(S(O)(=O)=O)=CC=1.[NH2:34][C:35]1[CH:53]=[CH:52][C:38]([C:39]([NH:41][CH2:42][C:43]([CH3:51])([CH3:50])[CH2:44][N:45]2[CH2:49][CH2:48][CH2:47][CH2:46]2)=[O:40])=[CH:37][C:36]=1[O:54][CH3:55].CC(C)CC(O)C. Product: [CH:13]1([N:10]2[CH2:9][C:8]3([CH2:19][CH2:18]3)[C:7](=[O:20])[N:6]([CH3:21])[C:5]3[CH:4]=[N:3][C:2]([NH:34][C:35]4[CH:53]=[CH:52][C:38]([C:39]([NH:41][CH2:42][C:43]([CH3:50])([CH3:51])[CH2:44][N:45]5[CH2:49][CH2:48][CH2:47][CH2:46]5)=[O:40])=[CH:37][C:36]=4[O:54][CH3:55])=[N:12][C:11]2=3)[CH2:17][CH2:16][CH2:15][CH2:14]1. The catalyst class is: 5.